Dataset: Reaction yield outcomes from USPTO patents with 853,638 reactions. Task: Predict the reaction yield, written as a fraction of the theoretical maximum amount of product (1.0 means a 100% yield; for example, 0.34 means a 34% yield). (1) The reactants are [CH3:1][C:2]1[C:3]([Br:11])=[C:4]([C:6]([Br:10])=[CH:7][C:8]=1[Br:9])[NH2:5].[Br:12][CH2:13][C:14](Cl)=[O:15]. The product is [Br:12][CH2:13][C:14]([NH:5][C:4]1[C:6]([Br:10])=[CH:7][C:8]([Br:9])=[C:2]([CH3:1])[C:3]=1[Br:11])=[O:15]. The yield is 0.490. The catalyst is C1(C)C=CC=CC=1. (2) The reactants are [Cl:1][C:2]1[CH:3]=[C:4]([C:8]2[N:13]=[C:12]([CH2:14][C:15]3[CH:20]=[CH:19][C:18]([C:21]([CH3:27])([CH3:26])[C:22](OC)=[O:23])=[CH:17][CH:16]=3)[CH:11]=[C:10]([CH2:28][CH3:29])[N:9]=2)[CH:5]=[CH:6][CH:7]=1. The catalyst is C1COCC1. The product is [Cl:1][C:2]1[CH:3]=[C:4]([C:8]2[N:13]=[C:12]([CH2:14][C:15]3[CH:16]=[CH:17][C:18]([C:21]([CH3:26])([CH3:27])[CH2:22][OH:23])=[CH:19][CH:20]=3)[CH:11]=[C:10]([CH2:28][CH3:29])[N:9]=2)[CH:5]=[CH:6][CH:7]=1. The yield is 0.360. (3) The reactants are Br[C:2]1[CH:3]=[C:4]([Cl:30])[CH:5]=[C:6]2[C:11]=1[O:10][C:9](=[O:12])[CH:8]=[C:7]2[NH:13][CH:14]1[CH2:19][CH2:18][N:17]([CH2:20][C:21]2[CH:29]=[CH:28][C:24]3[O:25][CH2:26][O:27][C:23]=3[CH:22]=2)[CH2:16][CH2:15]1.C([O-])([O-])=O.[K+].[K+].[NH:37]1[CH2:41][CH2:40][CH2:39][C:38]1=O.CNCCNC. The catalyst is C1(C)C=CC=CC=1.C(Cl)Cl.[Cu]I. The product is [N:37]1([C:2]2[CH:3]=[C:4]([Cl:30])[CH:5]=[C:6]3[C:11]=2[O:10][C:9](=[O:12])[CH:8]=[C:7]3[NH:13][CH:14]2[CH2:19][CH2:18][N:17]([CH2:20][C:21]3[CH:29]=[CH:28][C:24]4[O:25][CH2:26][O:27][C:23]=4[CH:22]=3)[CH2:16][CH2:15]2)[CH2:41][CH2:40][CH2:39][CH2:38]1. The yield is 0.200. (4) The reactants are [OH:1][C:2]1[CH:7]=[CH:6][C:5]([CH2:8][C:9]([O:11][CH3:12])=[O:10])=[CH:4][CH:3]=1.[Mg+2].[Cl-].[Cl-].CCN(CC)CC.Cl.C[CH2:25][O:26]CC. The catalyst is CC#N. The product is [CH:25]([C:7]1[CH:6]=[C:5]([CH2:8][C:9]([O:11][CH3:12])=[O:10])[CH:4]=[CH:3][C:2]=1[OH:1])=[O:26]. The yield is 0.620. (5) The reactants are Br[CH2:2][C:3]#[N:4].C(N(C(C)C)C(C)C)C.[CH3:14][S:15][C:16](=[O:29])[CH2:17][C@H:18]([NH:22][C:23](=[O:28])[CH2:24][CH2:25][CH:26]=[CH2:27])[C:19]([OH:21])=[O:20].[Cl-].[NH4+]. The catalyst is CN(C=O)C. The product is [CH3:14][S:15][C:16](=[O:29])[CH2:17][C@H:18]([NH:22][C:23](=[O:28])[CH2:24][CH2:25][CH:26]=[CH2:27])[C:19]([O:21][CH2:2][C:3]#[N:4])=[O:20]. The yield is 0.340. (6) The reactants are [NH2:1][C:2]1[N:7]=[CH:6][N:5]=[C:4]2[N:8]([CH:13]([C:15]3[C:16]([O:34][CH3:35])=[C:17]([CH:23]4[CH2:26][N:25]([C:27]([O:29][C:30]([CH3:33])([CH3:32])[CH3:31])=[O:28])[CH2:24]4)[C:18]([F:22])=[C:19]([Cl:21])[CH:20]=3)[CH3:14])[N:9]=[C:10]([CH:11]=[CH2:12])[C:3]=12.C[N+]1([O-])CC[O:40]CC1.[OH2:44]. The catalyst is C(O)(C)(C)C.[Os](=O)(=O)(=O)=O. The product is [NH2:1][C:2]1[N:7]=[CH:6][N:5]=[C:4]2[N:8]([CH:13]([C:15]3[C:16]([O:34][CH3:35])=[C:17]([CH:23]4[CH2:24][N:25]([C:27]([O:29][C:30]([CH3:33])([CH3:32])[CH3:31])=[O:28])[CH2:26]4)[C:18]([F:22])=[C:19]([Cl:21])[CH:20]=3)[CH3:14])[N:9]=[C:10]([CH:11]([OH:40])[CH2:12][OH:44])[C:3]=12. The yield is 1.00.